This data is from Reaction yield outcomes from USPTO patents with 853,638 reactions. The task is: Predict the reaction yield, written as a fraction of the theoretical maximum amount of product (1.0 means a 100% yield; for example, 0.34 means a 34% yield). (1) The reactants are [CH2:1]([O:8][C:9]([N:11]1[C@@H:16]([CH3:17])[C:15](=[O:18])[N:14]2[C@@H:19]([CH2:22][C:23]([OH:25])=O)[CH2:20][O:21][CH:13]2[CH2:12]1)=[O:10])[C:2]1[CH:7]=[CH:6][CH:5]=[CH:4][CH:3]=1.Cl.[CH2:27]1[C:29]2([CH2:34][CH2:33][NH:32][CH2:31][C@H:30]2[OH:35])[CH2:28]1.CN1CCOCC1. The yield is 0.960. The product is [CH2:1]([O:8][C:9]([N:11]1[C@@H:16]([CH3:17])[C:15](=[O:18])[N:14]2[C@@H:19]([CH2:22][C:23]([N:32]3[CH2:33][CH2:34][C:29]4([CH2:27][CH2:28]4)[C@H:30]([OH:35])[CH2:31]3)=[O:25])[CH2:20][O:21][CH:13]2[CH2:12]1)=[O:10])[C:2]1[CH:7]=[CH:6][CH:5]=[CH:4][CH:3]=1. The catalyst is CN(C=O)C. (2) The reactants are C([NH:5][C:6]1[CH:11]=[C:10]([C:12]2[C:13]([C:26]3[CH:27]=[C:28]([NH:32][C:33]([NH:35][C:36]4[CH:41]=[CH:40][C:39]([C:42]([F:45])([F:44])[F:43])=[CH:38][CH:37]=4)=[O:34])[CH:29]=[CH:30][CH:31]=3)=[N:14][N:15](CC3C=CC(OC)=CC=3)[CH:16]=2)[CH:9]=[CH:8][N:7]=1)(C)(C)C.O.C([O-])(O)=O.[Na+]. The catalyst is FC(F)(F)C(O)=O. The product is [NH2:5][C:6]1[CH:11]=[C:10]([C:12]2[C:13]([C:26]3[CH:27]=[C:28]([NH:32][C:33]([NH:35][C:36]4[CH:41]=[CH:40][C:39]([C:42]([F:44])([F:45])[F:43])=[CH:38][CH:37]=4)=[O:34])[CH:29]=[CH:30][CH:31]=3)=[N:14][NH:15][CH:16]=2)[CH:9]=[CH:8][N:7]=1. The yield is 0.710. (3) The reactants are I[CH2:2][C@@H:3]([CH3:16])[CH2:4][N:5]1[C:10]2[CH:11]=[CH:12][CH:13]=[CH:14][C:9]=2[O:8][CH2:7][C:6]1=[O:15].[CH2:17]([CH:22]1[CH2:28][CH:27]2[NH:29][CH:24]([CH2:25][CH2:26]2)[CH2:23]1)[CH2:18][CH2:19][CH2:20][CH3:21]. The catalyst is CCN(CC)CC. The product is [CH3:16][C@H:3]([CH2:2][N:29]1[CH:24]2[CH2:25][CH2:26][CH:27]1[CH2:28][CH:22]([CH2:17][CH2:18][CH2:19][CH2:20][CH3:21])[CH2:23]2)[CH2:4][N:5]1[C:10]2[CH:11]=[CH:12][CH:13]=[CH:14][C:9]=2[O:8][CH2:7][C:6]1=[O:15]. The yield is 0.630. (4) The reactants are [CH:1]12[O:8][CH:5]([CH2:6][CH2:7]1)[CH2:4][N:3]([C:9]([C:11]1[S:12][CH:13]=[C:14](Br)[N:15]=1)=[O:10])[CH2:2]2.C(O)C.[Cl:20][C:21]1[CH:26]=[CH:25][C:24](B(O)O)=[CH:23][CH:22]=1.C(=O)([O-])[O-].[K+].[K+]. The catalyst is C1(C)C=CC=CC=1.C1C=CC([P]([Pd]([P](C2C=CC=CC=2)(C2C=CC=CC=2)C2C=CC=CC=2)([P](C2C=CC=CC=2)(C2C=CC=CC=2)C2C=CC=CC=2)[P](C2C=CC=CC=2)(C2C=CC=CC=2)C2C=CC=CC=2)(C2C=CC=CC=2)C2C=CC=CC=2)=CC=1. The product is [CH:1]12[O:8][CH:5]([CH2:6][CH2:7]1)[CH2:4][N:3]([C:9]([C:11]1[S:12][CH:13]=[C:14]([C:24]3[CH:25]=[CH:26][C:21]([Cl:20])=[CH:22][CH:23]=3)[N:15]=1)=[O:10])[CH2:2]2. The yield is 0.578. (5) The yield is 0.240. The reactants are [CH3:1][O:2][C:3]1[CH:11]=[C:7]([C:8]([OH:10])=[O:9])[C:6](N)=[CH:5][CH:4]=1.N([O-])=O.[Na+].[NH2:17][NH2:18].O[C:20]1[C:21](=[O:39])[N:22]([C:32]2[CH:37]=[CH:36][C:35]([I:38])=[CH:34][CH:33]=2)[CH2:23][CH2:24][C:25]=1[C:26](=O)[C:27]([F:30])([F:29])[F:28].[C:40](O)(=O)C. The product is [CH3:40][O:10][C:8](=[O:9])[C:7]1[CH:11]=[C:3]([O:2][CH3:1])[CH:4]=[CH:5][C:6]=1[N:17]1[C:20]2[C:21](=[O:39])[N:22]([C:32]3[CH:37]=[CH:36][C:35]([I:38])=[CH:34][CH:33]=3)[CH2:23][CH2:24][C:25]=2[C:26]([C:27]([F:30])([F:29])[F:28])=[N:18]1. The catalyst is Cl.O. (6) The yield is 0.820. The catalyst is C(O)C. The reactants are [Cl:1][C:2]1[CH:3]=[C:4]([NH2:12])[C:5]([CH3:11])=[C:6]2[C:10]=1[NH:9][CH:8]=[CH:7]2.Cl[C:14]1[C:19]([C:20]#[N:21])=[CH:18][N:17]=[C:16]([CH3:22])[C:15]=1[I:23]. The product is [Cl:1][C:2]1[CH:3]=[C:4]([NH:12][C:14]2[C:19]([C:20]#[N:21])=[CH:18][N:17]=[C:16]([CH3:22])[C:15]=2[I:23])[C:5]([CH3:11])=[C:6]2[C:10]=1[NH:9][CH:8]=[CH:7]2. (7) The reactants are [OH:1][C:2]1[CH:10]=[CH:9][CH:8]=[C:4]([C:5]([OH:7])=[O:6])[C:3]=1[NH2:11].[CH3:12][C:13]1[CH:21]=[CH:20][C:16]([C:17](Cl)=O)=[CH:15][CH:14]=1.N1C=CC=CC=1.Cl.CC1C=CC(S(O)(=O)=O)=CC=1. The catalyst is C1(C)C=CC=CC=1.O.C(OCC)(=O)C. The product is [C:13]1([CH3:12])[CH:21]=[CH:20][C:16]([C:17]2[O:1][C:2]3[C:3](=[C:4]([C:5]([OH:7])=[O:6])[CH:8]=[CH:9][CH:10]=3)[N:11]=2)=[CH:15][CH:14]=1. The yield is 0.600. (8) The reactants are C(O[C:6](=[O:25])[NH:7][C@H:8]([CH:13]([C:15](=[O:24])[NH:16][CH2:17][C:18]1[CH:23]=[CH:22][CH:21]=[CH:20][CH:19]=1)[OH:14])[CH2:9][CH2:10][CH2:11][CH3:12])(C)(C)C.FC(F)(F)C(O)=O.C(N(CC)C(C)C)(C)C.[C:42]([NH:45][C@@H:46]([CH2:66][C:67]1[CH:72]=[CH:71][CH:70]=[CH:69][C:68]=1[CH3:73])[C:47]([NH:49][C@@H:50]([C:62]([CH3:65])([CH3:64])[CH3:63])[C:51]([NH:53][C@@H:54]([CH2:58][CH:59]([CH3:61])[CH3:60])C(O)=O)=[O:52])=[O:48])(=[O:44])[CH3:43].CN(C(ON1N=NC2C=CC=NC1=2)=[N+](C)C)C.F[P-](F)(F)(F)(F)F. The catalyst is C(Cl)Cl.CN(C=O)C. The product is [CH2:17]([NH:16][C:15](=[O:24])[C@@H:13]([OH:14])[CH:8]([NH:7][C:6](=[O:25])[C@@H:54]([NH:53][C:51](=[O:52])[C@@H:50]([NH:49][C:47](=[O:48])[C@@H:46]([NH:45][C:42](=[O:44])[CH3:43])[CH2:66][C:67]1[CH:72]=[CH:71][CH:70]=[CH:69][C:68]=1[CH3:73])[C:62]([CH3:63])([CH3:64])[CH3:65])[CH2:58][CH:59]([CH3:61])[CH3:60])[CH2:9][CH2:10][CH2:11][CH3:12])[C:18]1[CH:19]=[CH:20][CH:21]=[CH:22][CH:23]=1. The yield is 0.930. (9) The reactants are [F:1][C:2]1[CH:3]=[CH:4][C:5]2[N:9]=[C:8]([CH2:10][NH:11][C:12]3[N:20]=[CH:19][N:18]=[C:17]4[C:13]=3[N:14]=[CH:15][N:16]4C3CCCCO3)[N:7]([C:27]3[CH:32]=[CH:31][CH:30]=[CH:29][CH:28]=3)[C:6]=2[CH:33]=1.Cl. The catalyst is CO.O1CCOCC1. The product is [F:1][C:2]1[CH:3]=[CH:4][C:5]2[N:9]=[C:8]([CH2:10][NH:11][C:12]3[N:20]=[CH:19][N:18]=[C:17]4[C:13]=3[N:14]=[CH:15][NH:16]4)[N:7]([C:27]3[CH:32]=[CH:31][CH:30]=[CH:29][CH:28]=3)[C:6]=2[CH:33]=1. The yield is 0.850. (10) The reactants are [CH2:1]([O:8][N:9]1[C:15](=[O:16])[N:14]2[CH2:17][C@H:10]1[CH2:11][CH2:12][C@H:13]2[C:18]([OH:20])=O)[C:2]1[CH:7]=[CH:6][CH:5]=[CH:4][CH:3]=1.C(N(CC)CC)C.ClC(OCC(C)C)=O.[C:36]([NH:39][NH2:40])(=[O:38])[CH3:37]. The catalyst is O1CCCC1. The product is [C:36]([NH:39][NH:40][C:18]([C@@H:13]1[CH2:12][CH2:11][C@@H:10]2[CH2:17][N:14]1[C:15](=[O:16])[N:9]2[O:8][CH2:1][C:2]1[CH:3]=[CH:4][CH:5]=[CH:6][CH:7]=1)=[O:20])(=[O:38])[CH3:37]. The yield is 0.920.